The task is: Regression. Given two drug SMILES strings and cell line genomic features, predict the synergy score measuring deviation from expected non-interaction effect.. This data is from Merck oncology drug combination screen with 23,052 pairs across 39 cell lines. (1) Drug 1: O=P1(N(CCCl)CCCl)NCCCO1. Drug 2: NC1(c2ccc(-c3nc4ccn5c(=O)[nH]nc5c4cc3-c3ccccc3)cc2)CCC1. Cell line: LNCAP. Synergy scores: synergy=-115. (2) Drug 1: CCN(CC)CCNC(=O)c1c(C)[nH]c(C=C2C(=O)Nc3ccc(F)cc32)c1C. Drug 2: NC1(c2ccc(-c3nc4ccn5c(=O)[nH]nc5c4cc3-c3ccccc3)cc2)CCC1. Cell line: A375. Synergy scores: synergy=22.8. (3) Drug 1: CC1CC2C3CCC4=CC(=O)C=CC4(C)C3(F)C(O)CC2(C)C1(O)C(=O)CO. Drug 2: CCN(CC)CCNC(=O)c1c(C)[nH]c(C=C2C(=O)Nc3ccc(F)cc32)c1C. Cell line: HT29. Synergy scores: synergy=9.40. (4) Drug 1: CCN(CC)CCNC(=O)c1c(C)[nH]c(C=C2C(=O)Nc3ccc(F)cc32)c1C. Drug 2: Cc1nc(Nc2ncc(C(=O)Nc3c(C)cccc3Cl)s2)cc(N2CCN(CCO)CC2)n1. Cell line: HCT116. Synergy scores: synergy=38.9. (5) Drug 1: O=C(CCCCCCC(=O)Nc1ccccc1)NO. Drug 2: Cn1cc(-c2cnn3c(N)c(Br)c(C4CCCNC4)nc23)cn1. Cell line: A427. Synergy scores: synergy=-1.37.